This data is from Reaction yield outcomes from USPTO patents with 853,638 reactions. The task is: Predict the reaction yield, written as a fraction of the theoretical maximum amount of product (1.0 means a 100% yield; for example, 0.34 means a 34% yield). (1) The reactants are [Cl:1][C:2]1[CH:11]=[C:10]2[C:5]([CH:6]=[CH:7][C:8](=[O:12])[NH:9]2)=[CH:4][CH:3]=1.CN(C=O)C.[Br:18]N1C(=O)CCC1=O. The catalyst is O. The product is [Br:18][C:7]1[C:8](=[O:12])[NH:9][C:10]2[C:5]([CH:6]=1)=[CH:4][CH:3]=[C:2]([Cl:1])[CH:11]=2. The yield is 0.680. (2) The reactants are BrC1C=CC(S(O[CH2:12][CH2:13][O:14][CH:15]2[CH2:20][CH2:19][CH2:18][CH2:17][CH2:16]2)(=O)=O)=CC=1.[I-:21].[Na+]. The catalyst is CC(C)=O. The product is [CH:15]1([O:14][CH2:13][CH2:12][I:21])[CH2:20][CH2:19][CH2:18][CH2:17][CH2:16]1. The yield is 0.600.